The task is: Predict the reaction yield, written as a fraction of the theoretical maximum amount of product (1.0 means a 100% yield; for example, 0.34 means a 34% yield).. This data is from Reaction yield outcomes from USPTO patents with 853,638 reactions. The reactants are Cl.[NH2:2][CH2:3][CH2:4][C:5]([O:7][CH2:8][CH3:9])=[O:6].[CH3:10][C:11]1[CH:30]=[C:29]([N:31]2[CH:35]=[C:34]([C:36]([F:39])([F:38])[F:37])[CH:33]=[N:32]2)[CH:28]=[CH:27][C:12]=1[O:13][CH:14]([C:18]1[CH:26]=[CH:25][C:21]([C:22](O)=[O:23])=[CH:20][CH:19]=1)[CH2:15][CH2:16][CH3:17].C1C=C2N=NN(O)C2=CC=1.O.CCN(C(C)C)C(C)C.CCN=C=NCCCN(C)C.Cl.Cl. The catalyst is C(OCC)(=O)C.C1COCC1. The product is [CH3:10][C:11]1[CH:30]=[C:29]([N:31]2[CH:35]=[C:34]([C:36]([F:37])([F:39])[F:38])[CH:33]=[N:32]2)[CH:28]=[CH:27][C:12]=1[O:13][CH:14]([C:18]1[CH:19]=[CH:20][C:21]([C:22]([NH:2][CH2:3][CH2:4][C:5]([O:7][CH2:8][CH3:9])=[O:6])=[O:23])=[CH:25][CH:26]=1)[CH2:15][CH2:16][CH3:17]. The yield is 0.530.